Dataset: Forward reaction prediction with 1.9M reactions from USPTO patents (1976-2016). Task: Predict the product of the given reaction. (1) Given the reactants [NH2:1][C:2]1[CH:3]=[C:4]2[C:8](=[CH:9][CH:10]=1)[N:7]([CH3:11])[C:6](=[O:12])[C:5]2([CH3:14])[CH3:13].C(O[CH:18]=[C:19]([C:25](=[O:32])[NH:26][C:27](OCC)=[O:28])[C:20]([O:22][CH2:23][CH3:24])=[O:21])C, predict the reaction product. The product is: [O:28]=[C:27]1[NH:26][C:25](=[O:32])[C:19]([C:20]([O:22][CH2:23][CH3:24])=[O:21])=[CH:18][N:1]1[C:2]1[CH:3]=[C:4]2[C:8](=[CH:9][CH:10]=1)[N:7]([CH3:11])[C:6](=[O:12])[C:5]2([CH3:14])[CH3:13]. (2) Given the reactants [CH3:1][N:2]([CH3:25])[CH2:3][CH2:4][S:5]([NH:8][C:9]1[CH:24]=[CH:23][C:12]([C:13]([O:15][CH2:16][C:17]2[CH:22]=[CH:21][CH:20]=[CH:19][CH:18]=2)=[O:14])=[CH:11][CH:10]=1)(=[O:7])=[O:6].[C:26](O[C:26]([O:28][C:29]([CH3:32])([CH3:31])[CH3:30])=[O:27])([O:28][C:29]([CH3:32])([CH3:31])[CH3:30])=[O:27], predict the reaction product. The product is: [C:29]([O:28][C:26]([N:8]([C:9]1[CH:24]=[CH:23][C:12]([C:13]([O:15][CH2:16][C:17]2[CH:18]=[CH:19][CH:20]=[CH:21][CH:22]=2)=[O:14])=[CH:11][CH:10]=1)[S:5]([CH2:4][CH2:3][N:2]([CH3:25])[CH3:1])(=[O:6])=[O:7])=[O:27])([CH3:32])([CH3:31])[CH3:30]. (3) Given the reactants C1([C@H]([N:9]2[CH2:14][CH2:13][O:12][C@@H:11]([C:15]3[CH:22]=[CH:21][C:18]([C:19]#[N:20])=[CH:17][CH:16]=3)[CH2:10]2)C)C=CC=CC=1.[Cl:23]C(OC(Cl)C)=O, predict the reaction product. The product is: [ClH:23].[NH:9]1[CH2:14][CH2:13][O:12][C@@H:11]([C:15]2[CH:22]=[CH:21][C:18]([C:19]#[N:20])=[CH:17][CH:16]=2)[CH2:10]1. (4) Given the reactants [C:1]([O:5][C:6]([N:8]1[CH2:13][CH2:12][C:11]2[CH:14]=[C:15]([C:18]([OH:20])=[O:19])[N:16]([CH3:17])[C:10]=2[CH2:9]1)=[O:7])([CH3:4])([CH3:3])[CH3:2].[CH:21]1(N=C=NC2CCCCC2)CCCCC1.[OH:36][C:37]1[C:45]2[N:44]=N[NH:42][C:41]=2[CH:40]=[CH:39][CH:38]=1.[C:46]1([NH2:53])[CH:51]=[CH:50][CH:49]=[CH:48][C:47]=1[NH2:52].CN([CH:57]=[O:58])C, predict the reaction product. The product is: [NH2:42][C:41]1[CH:40]=[CH:39][CH:38]=[CH:37][C:45]=1[NH:44][C:18]([C:15]1[N:16]([CH3:17])[C:10]2[CH2:9][NH:8][CH2:13][CH2:12][C:11]=2[CH:14]=1)=[O:20].[C:1]([O:5][C:6]([N:8]1[CH2:13][CH2:12][C:11]2[CH:14]=[C:15]([C:18](=[O:19])[NH:52][C:47]3[CH:48]=[CH:49][CH:50]=[CH:51][C:46]=3[NH:53][C:57]([O:36][C:37]([CH3:45])([CH3:21])[CH3:38])=[O:58])[N:16]([CH3:17])[C:10]=2[CH2:9]1)=[O:7])([CH3:3])([CH3:4])[CH3:2].